Dataset: Reaction yield outcomes from USPTO patents with 853,638 reactions. Task: Predict the reaction yield, written as a fraction of the theoretical maximum amount of product (1.0 means a 100% yield; for example, 0.34 means a 34% yield). (1) The reactants are [Si]([O:8][C@@H:9]([CH3:36])[C@@H:10]([NH:24][C:25]1[C:33]2[CH:32]=[CH:31][S:30][C:29]=2[C:28]([C:34]#[N:35])=[CH:27][CH:26]=1)[C:11]1[O:12][C:13]([C:16]2[CH:21]=[CH:20][C:19]([C:22]#[N:23])=[CH:18][CH:17]=2)=[N:14][N:15]=1)(C(C)(C)C)(C)C.CCCC[N+](CCCC)(CCCC)CCCC.[F-]. The catalyst is C1COCC1. The product is [C:22]([C:19]1[CH:20]=[CH:21][C:16]([C:13]2[O:12][C:11]([C@H:10]([NH:24][C:25]3[C:33]4[CH:32]=[CH:31][S:30][C:29]=4[C:28]([C:34]#[N:35])=[CH:27][CH:26]=3)[C@@H:9]([OH:8])[CH3:36])=[N:15][N:14]=2)=[CH:17][CH:18]=1)#[N:23]. The yield is 0.630. (2) The yield is 0.140. The reactants are [NH2:1][C:2]1[CH:3]=[C:4]([C:8]2[C:16]3[C:11](=[CH:12][CH:13]=[C:14]([C:17]([NH2:19])=[O:18])[CH:15]=3)[N:10](C3CCCCO3)[N:9]=2)[CH:5]=[CH:6][CH:7]=1.[Cl:26][C:27]1[CH:32]=[C:31]([F:33])[CH:30]=[CH:29][C:28]=1[CH2:34][C:35](O)=[O:36].CCN=C=NCCCN(C)C. No catalyst specified. The product is [Cl:26][C:27]1[CH:32]=[C:31]([F:33])[CH:30]=[CH:29][C:28]=1[CH2:34][C:35]([NH:1][C:2]1[CH:3]=[C:4]([C:8]2[C:16]3[C:11](=[CH:12][CH:13]=[C:14]([C:17]([NH2:19])=[O:18])[CH:15]=3)[NH:10][N:9]=2)[CH:5]=[CH:6][CH:7]=1)=[O:36]. (3) The reactants are [Cl:1][C:2]1[N:7]=[CH:6][C:5](N)=[CH:4][C:3]=1/[CH:9]=[CH:10]/[C:11]1[CH:16]=[CH:15][N:14]=[CH:13][CH:12]=1.N([O-])=O.[Na+].[Na+].[I-:22].[OH-].[Na+]. The catalyst is OS(O)(=O)=O.O. The product is [Cl:1][C:2]1[C:3](/[CH:9]=[CH:10]/[C:11]2[CH:16]=[CH:15][N:14]=[CH:13][CH:12]=2)=[CH:4][C:5]([I:22])=[CH:6][N:7]=1. The yield is 0.700.